This data is from Reaction yield outcomes from USPTO patents with 853,638 reactions. The task is: Predict the reaction yield, written as a fraction of the theoretical maximum amount of product (1.0 means a 100% yield; for example, 0.34 means a 34% yield). (1) The reactants are [C:1]1([C:7]2[CH:8]=[C:9](Br)[CH:10]=[C:11]([C:13]3[CH:18]=[CH:17][CH:16]=[CH:15][CH:14]=3)[CH:12]=2)[CH:6]=[CH:5][CH:4]=[CH:3][CH:2]=1.C([Li])CCC.[B:25]([O:34]C(C)C)([O:30]C(C)C)[O:26]C(C)C.Cl. The catalyst is C1(C)C=CC=CC=1.CCOCC.CCCCCC. The product is [C:1]1([C:7]2[CH:8]=[C:9]([O:26][B:25]([OH:34])[OH:30])[CH:10]=[C:11]([C:13]3[CH:18]=[CH:17][CH:16]=[CH:15][CH:14]=3)[CH:12]=2)[CH:6]=[CH:5][CH:4]=[CH:3][CH:2]=1. The yield is 0.780. (2) The reactants are C1(P(C2C=CC=CC=2)C2C=CC=CC=2)C=CC=CC=1.[OH:20][CH2:21][CH:22]1[CH2:25][N:24]([C:26]([O:28][C:29]([CH3:32])([CH3:31])[CH3:30])=[O:27])[CH2:23]1.[CH3:33][C:34]1([CH3:48])[C:38]([CH3:40])([CH3:39])[O:37][B:36]([C:41]2[CH:46]=[CH:45][C:44](O)=[CH:43][CH:42]=2)[O:35]1.N(C(N1CCCCC1)=O)=NC(N1CCCCC1)=O. The catalyst is C1COCC1. The product is [C:29]([O:28][C:26]([N:24]1[CH2:25][CH:22]([CH2:21][O:20][C:44]2[CH:45]=[CH:46][C:41]([B:36]3[O:37][C:38]([CH3:40])([CH3:39])[C:34]([CH3:48])([CH3:33])[O:35]3)=[CH:42][CH:43]=2)[CH2:23]1)=[O:27])([CH3:32])([CH3:31])[CH3:30]. The yield is 0.481.